From a dataset of TCR-epitope binding with 47,182 pairs between 192 epitopes and 23,139 TCRs. Binary Classification. Given a T-cell receptor sequence (or CDR3 region) and an epitope sequence, predict whether binding occurs between them. (1) The epitope is YSEHPTFTSQY. The TCR CDR3 sequence is CASSHPLAAGAYEQYF. Result: 0 (the TCR does not bind to the epitope). (2) Result: 0 (the TCR does not bind to the epitope). The TCR CDR3 sequence is CASSLLTDTQYF. The epitope is LEPLVDLPI. (3) The epitope is TPGPGVRYPL. The TCR CDR3 sequence is CASKLAGGYYEQYF. Result: 0 (the TCR does not bind to the epitope). (4) The epitope is AVFDRKSDAK. The TCR CDR3 sequence is CASSWGPATLSHYGYTF. Result: 1 (the TCR binds to the epitope). (5) The epitope is ILGLPTQTV. The TCR CDR3 sequence is CASIGGGSKAFF. Result: 1 (the TCR binds to the epitope). (6) The epitope is LLMPILTLT. The TCR CDR3 sequence is CASSLAGQGYEQYF. Result: 1 (the TCR binds to the epitope). (7) The epitope is LEPLVDLPI. The TCR CDR3 sequence is CASSFYPRAGETQYF. Result: 1 (the TCR binds to the epitope). (8) The epitope is TEILPVSMTK. The TCR CDR3 sequence is CASSSPGSKTSNQPQHF. Result: 0 (the TCR does not bind to the epitope).